Task: Predict which catalyst facilitates the given reaction.. Dataset: Catalyst prediction with 721,799 reactions and 888 catalyst types from USPTO (1) Reactant: [NH2:1][C@@H:2]([C:5]1[CH:10]=[CH:9][C:8]([C:11]2[CH:16]=[CH:15][CH:14]=[CH:13][CH:12]=2)=[CH:7][CH:6]=1)[CH2:3][OH:4].C1N=CN([C:22](N2C=NC=C2)=[O:23])C=1. Product: [C:8]1([C:11]2[CH:16]=[CH:15][CH:14]=[CH:13][CH:12]=2)[CH:9]=[CH:10][C:5]([C@H:2]2[CH2:3][O:4][C:22](=[O:23])[NH:1]2)=[CH:6][CH:7]=1. The catalyst class is: 554. (2) Reactant: Cl[C:2]1[C:11]2[N:12]=[CH:13][S:14][C:10]=2[C:9]2[CH:8]=[CH:7][C:6]([C:15]([O:17]C)=[O:16])=[CH:5][C:4]=2[N:3]=1.[NH2:19][C:20]1[CH:25]=[CH:24][CH:23]=[CH:22][CH:21]=1. Product: [C:20]1([NH:19][C:2]2[C:11]3[N:12]=[CH:13][S:14][C:10]=3[C:9]3[CH:8]=[CH:7][C:6]([C:15]([OH:17])=[O:16])=[CH:5][C:4]=3[N:3]=2)[CH:25]=[CH:24][CH:23]=[CH:22][CH:21]=1. The catalyst class is: 37.